From a dataset of Catalyst prediction with 721,799 reactions and 888 catalyst types from USPTO. Predict which catalyst facilitates the given reaction. (1) Reactant: [CH:1]1([C:7]2[N:12]3[N:13]=[CH:14][C:15]([C:16](O)=[O:17])=[C:11]3[N:10]=[CH:9][C:8]=2[C:19]2[CH:24]=[CH:23][C:22]([F:25])=[CH:21][CH:20]=2)[CH2:6][CH2:5][CH2:4][CH2:3][CH2:2]1.C(N(C(C)C)CC)(C)C.CN(C1C=CC=CN=1)C.[NH2:44][C@H:45]([C:58]([O:60][C:61]([CH3:64])([CH3:63])[CH3:62])=[O:59])[CH2:46][C:47]1[CH:52]=[CH:51][C:50]([O:53][C:54]([CH3:57])([CH3:56])[CH3:55])=[CH:49][CH:48]=1.Cl.CN(C(ON1N=NC2C=CC=NC1=2)=[N+](C)C)C.F[P-](F)(F)(F)(F)F. Product: [C:61]([O:60][C:58](=[O:59])[CH:45]([NH:44][C:16]([C:15]1[CH:14]=[N:13][N:12]2[C:7]([CH:1]3[CH2:2][CH2:3][CH2:4][CH2:5][CH2:6]3)=[C:8]([C:19]3[CH:20]=[CH:21][C:22]([F:25])=[CH:23][CH:24]=3)[CH:9]=[N:10][C:11]=12)=[O:17])[CH2:46][C:47]1[CH:48]=[CH:49][C:50]([O:53][C:54]([CH3:57])([CH3:55])[CH3:56])=[CH:51][CH:52]=1)([CH3:64])([CH3:63])[CH3:62]. The catalyst class is: 42. (2) Reactant: [Br:1][C:2]1[C:7]([OH:8])=[CH:6][CH:5]=[C:4]([CH2:9][OH:10])[N:3]=1.C(=O)([O-])[O-].[K+].[K+].Br[CH2:18][CH2:19][O:20][Si:21]([C:24]([CH3:27])([CH3:26])[CH3:25])([CH3:23])[CH3:22]. Product: [Br:1][C:2]1[N:3]=[C:4]([CH2:9][OH:10])[CH:5]=[CH:6][C:7]=1[O:8][CH2:18][CH2:19][O:20][Si:21]([C:24]([CH3:27])([CH3:26])[CH3:25])([CH3:23])[CH3:22]. The catalyst class is: 9. (3) Reactant: [CH3:1][O:2][C:3]([C:5]1[O:9][C:8]([C:10]2[CH:15]=[CH:14][C:13]([C:16]#[N:17])=[CH:12][CH:11]=2)=[N:7][C:6]=1[CH3:18])=[O:4].C1C(=O)N([Br:26])C(=O)C1. Product: [CH3:1][O:2][C:3]([C:5]1[O:9][C:8]([C:10]2[CH:15]=[CH:14][C:13]([C:16]#[N:17])=[CH:12][CH:11]=2)=[N:7][C:6]=1[CH2:18][Br:26])=[O:4]. The catalyst class is: 53. (4) Reactant: [OH:1][C:2]1[CH:7]=[C:6]([OH:8])[CH:5]=[CH:4][C:3]=1[C:9](=O)[CH3:10].Cl.[NH2:13][OH:14].C1(C)C=CC=CC=1. Product: [OH:1][C:2]1[CH:7]=[C:6]([OH:8])[CH:5]=[CH:4][C:3]=1/[C:9](=[N:13]\[OH:14])/[CH3:10]. The catalyst class is: 17. (5) Reactant: C([Sn](CCCC)(CCCC)[C:6]1[CH:11]=[CH:10][N:9]=[CH:8][CH:7]=1)CCC.Br[C:21]1[N:25]2[CH2:26][CH2:27][CH2:28][CH2:29][C:24]2=[N:23][C:22]=1[CH3:30].[Cl-].[Li+]. Product: [CH3:30][C:22]1[N:23]=[C:24]2[CH:29]=[CH:28][CH:27]=[CH:26][N:25]2[C:21]=1[C:6]1[CH:7]=[CH:8][N:9]=[CH:10][CH:11]=1. The catalyst class is: 747. (6) Reactant: CC1C=CC(S(OCC2CC3C(C4C=CC=CC=4C)=CC=CC=3O2)(=O)=O)=CC=1.[N-]=[N+]=[N-].[Na+].N(CC1CC2C=C(Cl)C=C(C3C=CSC=3)C=2O1)=[N+]=[N-].[N:52]([CH2:55][CH:56]1[CH2:60][C:59]2[C:61]([C:65]3[CH:70]=[CH:69][CH:68]=[CH:67][C:66]=3[CH3:71])=[CH:62][CH:63]=[CH:64][C:58]=2[O:57]1)=[N+]=[N-].[N-]=[N+]=[N-]. Product: [CH3:71][C:66]1[CH:67]=[CH:68][CH:69]=[CH:70][C:65]=1[C:61]1[C:59]2[CH2:60][CH:56]([CH2:55][NH2:52])[O:57][C:58]=2[CH:64]=[CH:63][CH:62]=1. The catalyst class is: 45. (7) Product: [CH3:17][CH:14]1[CH2:15][CH2:16][N:11]([C:4]2[C:5]([N+:8]([O-:10])=[O:9])=[N:6][CH:7]=[C:2]([N:22]3[CH2:23][CH2:24][N:19]([CH3:18])[CH2:20][CH2:21]3)[CH:3]=2)[CH2:12][CH2:13]1. Reactant: Cl[C:2]1[CH:3]=[C:4]([N:11]2[CH2:16][CH2:15][CH:14]([CH3:17])[CH2:13][CH2:12]2)[C:5]([N+:8]([O-:10])=[O:9])=[N:6][CH:7]=1.[CH3:18][N:19]1[CH2:24][CH2:23][NH:22][CH2:21][CH2:20]1. The catalyst class is: 3. (8) Product: [C:16]([O:15][C:13]([N:9]1[CH2:10][CH2:11][CH2:12][C@H:8]1[C:6]1[NH:21][C:22]([CH2:29][CH2:30][C:31]([F:32])([F:33])[F:34])=[C:23]([C:24]([O:26][CH2:27][CH3:28])=[O:25])[CH:35]([C:37]2[CH:45]=[CH:44][C:40]([C:41]([OH:43])=[O:42])=[CH:39][CH:38]=2)[C:5]=1[C:4]([O:3][CH2:1][CH3:2])=[O:20])=[O:14])([CH3:19])([CH3:18])[CH3:17]. The catalyst class is: 11. Reactant: [CH2:1]([O:3][C:4](=[O:20])[CH2:5][C:6]([C@@H:8]1[CH2:12][CH2:11][CH2:10][N:9]1[C:13]([O:15][C:16]([CH3:19])([CH3:18])[CH3:17])=[O:14])=O)[CH3:2].[NH2:21]/[C:22](/[CH2:29][CH2:30][C:31]([F:34])([F:33])[F:32])=[CH:23]\[C:24]([O:26][CH2:27][CH3:28])=[O:25].[CH:35]([C:37]1[CH:45]=[CH:44][C:40]([C:41]([OH:43])=[O:42])=[CH:39][CH:38]=1)=O.N1CCCCC1.